From a dataset of HIV replication inhibition screening data with 41,000+ compounds from the AIDS Antiviral Screen. Binary Classification. Given a drug SMILES string, predict its activity (active/inactive) in a high-throughput screening assay against a specified biological target. (1) The molecule is NC(=O)NNC(=O)NC12CC3CC(CC(C3)C1)C2. The result is 0 (inactive). (2) The drug is CCC(C)C(C1=C(O)C(=O)c2ccccc2C1=O)C1=C(O)C(=O)c2ccccc2C1=O. The result is 0 (inactive).